The task is: Predict the reaction yield, written as a fraction of the theoretical maximum amount of product (1.0 means a 100% yield; for example, 0.34 means a 34% yield).. This data is from Reaction yield outcomes from USPTO patents with 853,638 reactions. (1) The reactants are [O:1]1[C:5]2[CH:6]=[CH:7][C:8]([C:10]3([C:13]([OH:15])=O)[CH2:12][CH2:11]3)=[CH:9][C:4]=2[O:3][CH2:2]1.CN(C)C=O.C(N(CC)CC)C.[NH2:28][C:29]1[CH:30]=[C:31]2[C:35](=[CH:36][CH:37]=1)[NH:34][C:33]([C:38]([O:40][CH2:41][CH3:42])=[O:39])=[CH:32]2. The catalyst is S(Cl)(Cl)=O.ClCCl. The product is [O:1]1[C:5]2[CH:6]=[CH:7][C:8]([C:10]3([C:13]([NH:28][C:29]4[CH:30]=[C:31]5[C:35](=[CH:36][CH:37]=4)[NH:34][C:33]([C:38]([O:40][CH2:41][CH3:42])=[O:39])=[CH:32]5)=[O:15])[CH2:11][CH2:12]3)=[CH:9][C:4]=2[O:3][CH2:2]1. The yield is 0.880. (2) The reactants are [CH3:1][O:2][C:3]1[CH:4]=[C:5]([CH:8]=[CH:9][C:10]=1[N:11]1[CH:15]=[C:14]([CH3:16])[N:13]=[CH:12]1)[CH:6]=O.[C:17](=O)([O-])[O-].[K+].[K+].P(=O)([O-])OC(=[N+]=[N-])C(=O)C(C)C. The product is [C:6]([C:5]1[CH:8]=[CH:9][C:10]([N:11]2[CH:15]=[C:14]([CH3:16])[N:13]=[CH:12]2)=[C:3]([O:2][CH3:1])[CH:4]=1)#[CH:17]. The yield is 0.870. The catalyst is CO. (3) The reactants are [Br:1][C:2]1[C:3](=[O:19])[NH:4][C:5](C)=[CH:6][C:7]=1[O:8][CH2:9][C:10]1[CH:15]=[CH:14][C:13](F)=[CH:12][C:11]=1F.[F-].[Cs+].CO[Si](OC)(OC)OC.[C:31]([O:35][CH3:36])(=[O:34])[CH:32]=[CH2:33]. The catalyst is O1CCCC1. The product is [CH2:9]([O:8][C:7]1[CH:6]=[CH:5][N:4]([CH2:33][CH2:32][C:31]([O:35][CH3:36])=[O:34])[C:3](=[O:19])[C:2]=1[Br:1])[C:10]1[CH:11]=[CH:12][CH:13]=[CH:14][CH:15]=1. The yield is 0.930. (4) The reactants are [NH2:1][C@H:2]([C:7]([OH:9])=[O:8])[CH2:3][CH2:4][S:5][CH3:6].[CH3:10][O:11][C:12]1[CH:17]=[CH:16][C:15]([C:18]2[O:22][C:21](=[O:23])[C:20]3([CH2:28][CH2:27][CH2:26][CH2:25][CH2:24]3)[N:19]=2)=[CH:14][CH:13]=1. The catalyst is CN1CCOCC1. The product is [CH3:10][O:11][C:12]1[CH:13]=[CH:14][C:15]([C:18]([NH:19][C:20]2([C:21]([NH:1][C@H:2]([C:7]([OH:9])=[O:8])[CH2:3][CH2:4][S:5][CH3:6])=[O:23])[CH2:24][CH2:25][CH2:26][CH2:27][CH2:28]2)=[O:22])=[CH:16][CH:17]=1. The yield is 0.130.